Dataset: Reaction yield outcomes from USPTO patents with 853,638 reactions. Task: Predict the reaction yield, written as a fraction of the theoretical maximum amount of product (1.0 means a 100% yield; for example, 0.34 means a 34% yield). (1) The reactants are [C:1]([C:5]1[CH:10]=[CH:9][C:8]([N+:11]([O-:13])=[O:12])=[CH:7][C:6]=1[S:14](Cl)(=[O:16])=[O:15])([CH3:4])([CH3:3])[CH3:2].[NH4+:18].[OH-]. The catalyst is CCOCC.O. The product is [C:1]([C:5]1[CH:10]=[CH:9][C:8]([N+:11]([O-:13])=[O:12])=[CH:7][C:6]=1[S:14]([NH2:18])(=[O:16])=[O:15])([CH3:4])([CH3:3])[CH3:2]. The yield is 0.340. (2) The reactants are [Cl:1][C:2]1[C:48]([F:49])=[CH:47][CH:46]=[CH:45][C:3]=1[CH2:4][NH:5][C:6](=[O:44])[N:7]([C@H:9]([CH2:27][O:28][C:29](=[O:43])[NH:30][C:31]1[O:35][N:34]=[C:33]([C:36]2[CH:41]=[CH:40][CH:39]=[C:38]([F:42])[CH:37]=2)[CH:32]=1)[CH2:10][CH2:11][C:12]([N:14]1[CH2:19][CH2:18][N:17](C(OC(C)(C)C)=O)[CH2:16][CH2:15]1)=[O:13])[CH3:8].Cl.O1CCOCC1. The catalyst is CO. The product is [F:42][C:38]1[CH:37]=[C:36]([C:33]2[CH:32]=[C:31]([NH:30][C:29](=[O:43])[O:28][CH2:27][C@@H:9]([N:7]([CH3:8])[C:6]([NH:5][CH2:4][C:3]3[CH:45]=[CH:46][CH:47]=[C:48]([F:49])[C:2]=3[Cl:1])=[O:44])[CH2:10][CH2:11][C:12](=[O:13])[N:14]3[CH2:19][CH2:18][NH:17][CH2:16][CH2:15]3)[O:35][N:34]=2)[CH:41]=[CH:40][CH:39]=1. The yield is 0.920. (3) The reactants are C([O:8][C:9]1[CH:37]=[CH:36][CH:35]=[CH:34][C:10]=1[O:11][C:12]1[CH:13]=[C:14]([N:18]([CH2:27][C:28]2[CH:29]=[N:30][CH:31]=[CH:32][CH:33]=2)[S:19]([CH2:22][C:23]([F:26])([F:25])[F:24])(=[O:21])=[O:20])[CH:15]=[CH:16][CH:17]=1)C1C=CC=CC=1. The catalyst is CO.[Ni]. The product is [OH:8][C:9]1[CH:37]=[CH:36][CH:35]=[CH:34][C:10]=1[O:11][C:12]1[CH:13]=[C:14]([N:18]([CH2:27][C:28]2[CH:29]=[N:30][CH:31]=[CH:32][CH:33]=2)[S:19]([CH2:22][C:23]([F:25])([F:24])[F:26])(=[O:21])=[O:20])[CH:15]=[CH:16][CH:17]=1. The yield is 0.900. (4) The reactants are [CH2:1]([NH2:8])[CH2:2][CH2:3][CH2:4][CH2:5][CH:6]=[CH2:7].[C:9]([O-:12])([O-])=O.[K+].[K+].CI.[CH3:17][N:18](C=O)C. The catalyst is O. The product is [NH2:8][C:1]1[C:6]([CH3:7])=[C:5]([O:12][CH3:9])[CH:4]=[CH:3][C:2]=1[C:17]#[N:18]. The yield is 0.930. (5) The reactants are CO[C:3]([C:5]1[N:6]([CH2:31][CH:32]=[O:33])[CH:7]=[C:8]([C:20](=[O:30])[NH:21][CH2:22][C:23]2[CH:28]=[CH:27][C:26]([F:29])=[CH:25][CH:24]=2)[C:9](=[O:19])[C:10]=1[O:11][CH2:12][C:13]1[CH:18]=[CH:17][CH:16]=[CH:15][CH:14]=1)=[O:4].[NH2:34][C@H:35]([CH2:40]O)[C:36]([CH3:39])([CH3:38])[CH3:37].C(O)(=O)C. The catalyst is ClCCl. The product is [CH3:37][C:36]([C@@H:35]1[N:34]2[C:3](=[O:4])[C:5]3[N:6]([CH:7]=[C:8]([C:20]([NH:21][CH2:22][C:23]4[CH:28]=[CH:27][C:26]([F:29])=[CH:25][CH:24]=4)=[O:30])[C:9](=[O:19])[C:10]=3[O:11][CH2:12][C:13]3[CH:18]=[CH:17][CH:16]=[CH:15][CH:14]=3)[CH2:31][C@H:32]2[O:33][CH2:40]1)([CH3:39])[CH3:38]. The yield is 0.850.